This data is from Reaction yield outcomes from USPTO patents with 853,638 reactions. The task is: Predict the reaction yield, written as a fraction of the theoretical maximum amount of product (1.0 means a 100% yield; for example, 0.34 means a 34% yield). The reactants are [CH2:1]([O:4][N:5]([C:16]([CH3:19])([CH3:18])[CH3:17])[C:6]([CH3:15])([CH3:14])[C:7]([NH:9][C:10]([CH3:13])([CH3:12])[CH3:11])=[O:8])[CH:2]=[CH2:3].[C:20](N(C(C)(C)C(NC(C)(C)C)=O)O)(C)(C)C.C(Cl)C(=C)C. No catalyst specified. The product is [CH2:1]([O:4][N:5]([C:16]([CH3:19])([CH3:18])[CH3:17])[C:6]([CH3:15])([CH3:14])[C:7]([NH:9][C:10]([CH3:13])([CH3:12])[CH3:11])=[O:8])[C:2](=[CH2:20])[CH3:3]. The yield is 0.840.